Dataset: Full USPTO retrosynthesis dataset with 1.9M reactions from patents (1976-2016). Task: Predict the reactants needed to synthesize the given product. (1) Given the product [NH2:1][C:2]1[N:15]([CH2:16][CH3:17])[C:6]2[N:7]=[C:8]([NH:22][C:23]3[CH:28]=[CH:27][C:26]([OH:29])=[CH:25][CH:24]=3)[N:9]=[CH:10][C:5]=2[C:4](=[O:18])[C:3]=1[C:19]([NH2:21])=[O:20], predict the reactants needed to synthesize it. The reactants are: [NH2:1][C:2]1[N:15]([CH2:16][CH3:17])[C:6]2[N:7]=[C:8](S(C)(=O)=O)[N:9]=[CH:10][C:5]=2[C:4](=[O:18])[C:3]=1[C:19]([NH2:21])=[O:20].[NH2:22][C:23]1[CH:28]=[CH:27][C:26]([OH:29])=[CH:25][CH:24]=1. (2) Given the product [Cl:32][C:31]1[C:26]([N:17]([CH:12]2[CH2:16][CH2:15][CH2:14][CH2:13]2)[NH:18][C:19]([O:21][C:22]([CH3:25])([CH3:24])[CH3:23])=[O:20])=[N:27][C:28]([C:2]#[N:3])=[N:29][CH:30]=1, predict the reactants needed to synthesize it. The reactants are: C1N2CC[N:3](CC2)[CH2:2]1.[C-]#N.[K+].[CH:12]1([N:17]([C:26]2[C:31]([Cl:32])=[CH:30][N:29]=[C:28](Cl)[N:27]=2)[NH:18][C:19]([O:21][C:22]([CH3:25])([CH3:24])[CH3:23])=[O:20])[CH2:16][CH2:15][CH2:14][CH2:13]1.CCOC(C)=O. (3) The reactants are: Cl.[N:2]1[CH:3]=[CH:4][N:5]2[C:10]=1[C:9]([OH:11])=[CH:8][CH:7]=[N:6]2.C(N(CC)CC)C.[C:19]1([CH3:29])[CH:24]=[CH:23][C:22]([S:25](Cl)(=[O:27])=[O:26])=[CH:21][CH:20]=1. Given the product [N:2]1[CH:3]=[CH:4][N:5]2[C:10]=1[C:9]([O:11][S:25]([C:22]1[CH:23]=[CH:24][C:19]([CH3:29])=[CH:20][CH:21]=1)(=[O:27])=[O:26])=[CH:8][CH:7]=[N:6]2, predict the reactants needed to synthesize it. (4) Given the product [C:1]([N:24]1[CH2:25][CH2:26][C:27]2[N:19]([C:15]3[CH:16]=[CH:17][CH:18]=[C:13]([Br:12])[CH:14]=3)[N:20]=[C:21]([C:28]([O:30][CH2:31][CH3:32])=[O:29])[C:22]=2[CH2:23]1)(=[O:3])[CH3:2], predict the reactants needed to synthesize it. The reactants are: [C:1](Cl)(=[O:3])[CH3:2].FC(F)(F)C(O)=O.[Br:12][C:13]1[CH:14]=[C:15]([N:19]2[C:27]3[CH2:26][CH2:25][NH:24][CH2:23][C:22]=3[C:21]([C:28]([O:30][CH2:31][CH3:32])=[O:29])=[N:20]2)[CH:16]=[CH:17][CH:18]=1.C(N(CC)CC)C. (5) Given the product [Br:1][C:2]1[CH:7]=[C:6]([NH2:8])[C:5]([NH:11][CH2:12][CH2:13][O:14][CH3:15])=[C:4]([O:16][CH3:17])[CH:3]=1, predict the reactants needed to synthesize it. The reactants are: [Br:1][C:2]1[CH:7]=[C:6]([N+:8]([O-])=O)[C:5]([NH:11][CH2:12][CH2:13][O:14][CH3:15])=[C:4]([O:16][CH3:17])[CH:3]=1. (6) The reactants are: [C:1]([C:3]1[C:4]([NH2:10])=[N:5][C:6]([NH2:9])=[CH:7][CH:8]=1)#[CH:2].C([C:18]1[CH:23]=[CH:22][C:21]([CH2:24][C:25](Cl)=NO)=[C:20]([S:29][C:30]2[CH:35]=[CH:34][CH:33]=[CH:32][CH:31]=2)C=1)C1C=CC=CC=1.[CH2:36]([N:38](CC)CC)[CH3:37].[O:43]1CCCC1. Given the product [CH2:20]([S:29][C:30]1[CH:31]=[CH:32][C:33]([CH2:37][C:36]2[CH:2]=[C:1]([C:3]3[C:4]([NH2:10])=[N:5][C:6]([NH2:9])=[CH:7][CH:8]=3)[O:43][N:38]=2)=[CH:34][CH:35]=1)[C:21]1[CH:22]=[CH:23][CH:18]=[CH:25][CH:24]=1, predict the reactants needed to synthesize it. (7) Given the product [CH2:12]([O:11][C:8]1[CH:7]=[CH:6][C:5]([C:3](=[O:4])[CH2:2][CH3:1])=[CH:10][CH:9]=1)[C:13]1[CH:18]=[CH:17][CH:16]=[CH:15][CH:14]=1, predict the reactants needed to synthesize it. The reactants are: [CH3:1][CH2:2][C:3]([C:5]1[CH:10]=[CH:9][C:8]([OH:11])=[CH:7][CH:6]=1)=[O:4].[CH2:12](Cl)[C:13]1[CH:18]=[CH:17][CH:16]=[CH:15][CH:14]=1.C([O-])([O-])=O.[K+].[K+].O. (8) Given the product [ClH:1].[CH3:48][O:50][C:4]1[CH:9]=[CH:8][C:7]([NH:10][C:11]2[S:12][CH:13]=[C:14]([C:16]3[CH:17]=[C:18]([C:23]([NH2:25])=[NH:24])[S:19][C:20]=3[S:21][CH3:22])[N:15]=2)=[CH:6][CH:5]=1, predict the reactants needed to synthesize it. The reactants are: [ClH:1].CN(C)[C:4]1[CH:9]=[CH:8][C:7]([NH:10][C:11]2[S:12][CH:13]=[C:14]([C:16]3[CH:17]=[C:18]([C:23]([NH2:25])=[NH:24])[S:19][C:20]=3[S:21][CH3:22])[N:15]=2)=[CH:6][CH:5]=1.Br.CN(C)C1C=CC(NC2SC=C(C3C=C([C:48]([O:50]C)=S)SC=3C)N=2)=CC=1.